This data is from Forward reaction prediction with 1.9M reactions from USPTO patents (1976-2016). The task is: Predict the product of the given reaction. (1) Given the reactants N1[CH:6]=[CH:5][CH:4]=[CH:3][CH:2]=1.Cl.[NH2:8][OH:9].O1[CH2:15][CH2:14]OCC1, predict the reaction product. The product is: [CH2:2]1[C:15]2([CH2:14][CH2:5][CH2:4][CH2:3][CH2:2]2)[CH2:6][CH2:5][C:4](=[N:8][OH:9])[CH2:3]1. (2) Given the reactants [H-].[Na+].[C:3]([C:6]1[C@@H:7]([C:24]2[CH:31]=[CH:30][C:27]([C:28]#[N:29])=[CH:26][CH:25]=2)[NH:8][C:9](=[O:23])[N:10]([C:13]2[CH:18]=[CH:17][CH:16]=[C:15]([C:19]([F:22])([F:21])[F:20])[CH:14]=2)[C:11]=1[CH3:12])(=[O:5])[CH3:4].Br[CH2:33][C:34]([O:36][C:37]([CH3:40])([CH3:39])[CH3:38])=[O:35].[Cl-].[Na+], predict the reaction product. The product is: [C:37]([O:36][C:34](=[O:35])[CH2:33][N:8]1[C@H:7]([C:24]2[CH:25]=[CH:26][C:27]([C:28]#[N:29])=[CH:30][CH:31]=2)[C:6]([C:3](=[O:5])[CH3:4])=[C:11]([CH3:12])[N:10]([C:13]2[CH:18]=[CH:17][CH:16]=[C:15]([C:19]([F:20])([F:21])[F:22])[CH:14]=2)[C:9]1=[O:23])([CH3:40])([CH3:39])[CH3:38]. (3) Given the reactants [ClH:1].[N:2]1[CH:7]=[CH:6][C:5]([CH2:8][C:9]#N)=[CH:4][CH:3]=1.[H-].[Na+].[CH3:13]I.C[N:16]([CH:18]=[O:19])C, predict the reaction product. The product is: [ClH:1].[NH:2]1[CH2:7][CH2:6][CH:5]([C:8]([CH3:9])([CH3:13])[C:18]([NH2:16])=[O:19])[CH2:4][CH2:3]1. (4) Given the reactants [Cl:1][C:2]1([Cl:31])[C@H:6]([O:7][Si:8]([CH:15]([CH3:17])[CH3:16])([CH:12]([CH3:14])[CH3:13])[CH:9]([CH3:11])[CH3:10])[C@@H:5]([CH2:18][O:19][Si:20]([CH:27]([CH3:29])[CH3:28])([CH:24]([CH3:26])[CH3:25])[CH:21]([CH3:23])[CH3:22])[O:4][CH:3]1[OH:30].[S:32](Cl)([CH3:35])(=[O:34])=[O:33].C1(C)C=CC=CC=1, predict the reaction product. The product is: [CH3:35][S:32]([O:30][CH:3]1[C:2]([Cl:1])([Cl:31])[C@H:6]([O:7][Si:8]([CH:9]([CH3:10])[CH3:11])([CH:12]([CH3:13])[CH3:14])[CH:15]([CH3:16])[CH3:17])[C@@H:5]([CH2:18][O:19][Si:20]([CH:21]([CH3:23])[CH3:22])([CH:24]([CH3:26])[CH3:25])[CH:27]([CH3:29])[CH3:28])[O:4]1)(=[O:34])=[O:33]. (5) Given the reactants Br[C:2]1[C:10]2[N:9]3[CH2:11][CH2:12][NH:13][C:14](=[O:15])[C:8]3=[C:7]([CH3:16])[C:6]=2[CH:5]=[C:4]([C:17]#[N:18])[CH:3]=1.[F:19][C:20]([F:31])([F:30])[C:21]1[CH:26]=[CH:25][C:24](B(O)O)=[CH:23][CH:22]=1, predict the reaction product. The product is: [CH3:16][C:7]1[C:6]2[CH:5]=[C:4]([C:17]#[N:18])[CH:3]=[C:2]([C:24]3[CH:25]=[CH:26][C:21]([C:20]([F:31])([F:30])[F:19])=[CH:22][CH:23]=3)[C:10]=2[N:9]2[CH2:11][CH2:12][NH:13][C:14](=[O:15])[C:8]=12. (6) Given the reactants [N+:1]([C:4]1[CH:5]=[N:6][NH:7][CH:8]=1)([O-:3])=[O:2].C(=O)([O-])[O-].[K+].[K+].Br[CH2:16][C:17]1[CH:22]=[C:21]([Cl:23])[CH:20]=[CH:19][C:18]=1[O:24][CH2:25][C:26]1[CH:31]=[CH:30][CH:29]=[CH:28][CH:27]=1, predict the reaction product. The product is: [Cl:23][C:21]1[CH:20]=[CH:19][C:18]([O:24][CH2:25][C:26]2[CH:27]=[CH:28][CH:29]=[CH:30][CH:31]=2)=[C:17]([CH2:16][N:6]2[CH:5]=[C:4]([N+:1]([O-:3])=[O:2])[CH:8]=[N:7]2)[CH:22]=1. (7) Given the reactants CC1(C)C(C)(C)OB([C:9]2[CH:14]=[CH:13][C:12]([S:15]([C:18]3[CH:23]=[CH:22][CH:21]=[CH:20][CH:19]=3)(=[O:17])=[O:16])=[CH:11][CH:10]=2)O1.Cl[C:26]1[N:31]=[CH:30][C:29]([C:32]([OH:41])([C:37]([F:40])([F:39])[F:38])[C:33]([F:36])([F:35])[F:34])=[CH:28][N:27]=1.C(=O)([O-])[O-].[Cs+].[Cs+].COCCOC, predict the reaction product. The product is: [F:36][C:33]([F:34])([F:35])[C:32]([C:29]1[CH:30]=[N:31][C:26]([C:9]2[CH:10]=[CH:11][C:12]([S:15]([C:18]3[CH:19]=[CH:20][CH:21]=[CH:22][CH:23]=3)(=[O:16])=[O:17])=[CH:13][CH:14]=2)=[N:27][CH:28]=1)([OH:41])[C:37]([F:40])([F:39])[F:38].